From a dataset of Full USPTO retrosynthesis dataset with 1.9M reactions from patents (1976-2016). Predict the reactants needed to synthesize the given product. (1) Given the product [Br:6][C:7]1[CH:8]=[C:9]2[C:14]3=[C:15]([CH2:17][CH2:18][N:13]3[C:12](=[O:19])[CH:11]=[C:10]2[C:20]2[CH:25]=[CH:24][CH:23]=[C:22]([Cl:26])[CH:21]=2)[CH:16]=1, predict the reactants needed to synthesize it. The reactants are: C([O-])(=O)C.[K+].[Br:6][C:7]1[CH:8]=[C:9]2[C:14]3=[C:15]([CH2:17][CH2:18][N:13]3[C:12](=[O:19])[CH2:11][CH:10]2[C:20]2[CH:25]=[CH:24][CH:23]=[C:22]([Cl:26])[CH:21]=2)[CH:16]=1.OS([O-])=O.[Na+]. (2) Given the product [C:1]1([C@@H:7]([CH3:10])[CH2:8][NH2:9])[CH:6]=[CH:5][CH:4]=[CH:3][CH:2]=1.[C:1]1([C@@H:7]([CH3:10])[CH2:8][NH:9][S:30]([CH:27]([CH3:29])[CH3:28])(=[O:32])=[O:31])[CH:6]=[CH:5][CH:4]=[CH:3][CH:2]=1, predict the reactants needed to synthesize it. The reactants are: [C:1]1([C@@H:7]([CH3:10])[CH2:8][NH2:9])[CH:6]=[CH:5][CH:4]=[CH:3][CH:2]=1.C(N(CC)CC)C.CN(C1C=CC=CN=1)C.[CH:27]([S:30](Cl)(=[O:32])=[O:31])([CH3:29])[CH3:28]. (3) Given the product [Cl:13][C:14]1[CH:19]=[C:18]([C:17]([N+:21]([O-:23])=[O:22])=[CH:16][N:15]=1)[CH:20]=[O:1], predict the reactants needed to synthesize it. The reactants are: [OH:1]C1C2C(=CN=C(Cl)C=2)N=CC=1.[Cl:13][C:14]1[CH:19]=[C:18]([CH3:20])[C:17]([N+:21]([O-:23])=[O:22])=[CH:16][N:15]=1.